Dataset: Catalyst prediction with 721,799 reactions and 888 catalyst types from USPTO. Task: Predict which catalyst facilitates the given reaction. (1) Reactant: [NH2:1][CH:2]([C:5]([OH:7])=[O:6])[CH2:3][OH:4].[C:8]1([S:14](Cl)(=[O:16])=[O:15])[CH:13]=[CH:12][CH:11]=[CH:10][CH:9]=1. Product: [C:8]1([S:14]([NH:1][CH:2]([CH2:3][OH:4])[C:5]([OH:7])=[O:6])(=[O:16])=[O:15])[CH:13]=[CH:12][CH:11]=[CH:10][CH:9]=1. The catalyst class is: 74. (2) Reactant: [CH3:1][Mg]Br.[CH3:4][O:5][C:6]1[CH:11]=[CH:10][C:9]([N:12]2[CH2:17][CH2:16][N:15]([C:18]3[C:19]([CH3:39])=[C:20]([CH:37]=[O:38])[C:21]4[O:25][C:24]([CH3:27])([CH3:26])[CH:23]([C:28]5[CH:33]=[CH:32][C:31]([CH3:34])=[CH:30][CH:29]=5)[C:22]=4[C:35]=3[CH3:36])[CH2:14][CH2:13]2)=[CH:8][CH:7]=1.O. Product: [CH3:4][O:5][C:6]1[CH:7]=[CH:8][C:9]([N:12]2[CH2:17][CH2:16][N:15]([C:18]3[C:19]([CH3:39])=[C:20]([CH:37]([OH:38])[CH3:1])[C:21]4[O:25][C:24]([CH3:27])([CH3:26])[CH:23]([C:28]5[CH:29]=[CH:30][C:31]([CH3:34])=[CH:32][CH:33]=5)[C:22]=4[C:35]=3[CH3:36])[CH2:14][CH2:13]2)=[CH:10][CH:11]=1. The catalyst class is: 1.